Dataset: hERG potassium channel inhibition data for cardiac toxicity prediction from Karim et al.. Task: Regression/Classification. Given a drug SMILES string, predict its toxicity properties. Task type varies by dataset: regression for continuous values (e.g., LD50, hERG inhibition percentage) or binary classification for toxic/non-toxic outcomes (e.g., AMES mutagenicity, cardiotoxicity, hepatotoxicity). Dataset: herg_karim. (1) The compound is CC(=O)NCCc1ccccc1-c1ccc([C@H]2CNCC[C@H]2c2ccn(C)c(=O)c2)c(Cl)c1. The result is 1 (blocker). (2) The drug is Cc1cc(Nc2ncc3c(n2)N(C)C(=O)N(c2cc(NC(=O)c4cccc(C(F)(F)F)c4)ccc2C)C3)n(C)n1. The result is 0 (non-blocker).